The task is: Predict the reaction yield, written as a fraction of the theoretical maximum amount of product (1.0 means a 100% yield; for example, 0.34 means a 34% yield).. This data is from Reaction yield outcomes from USPTO patents with 853,638 reactions. (1) The reactants are [C:1]([NH:5][C:6]([C:8]1[C:16]2[C:11](=[N:12][CH:13]=[C:14]([C:17]3[C:25]4[C:20](=[CH:21][CH:22]=[C:23]([O:26][CH:27]([F:29])[F:28])[CH:24]=4)[N:19]([CH2:30][CH2:31][CH2:32][OH:33])[N:18]=3)[N:15]=2)[N:10](COCC[Si](C)(C)C)[CH:9]=1)=[O:7])([CH3:4])([CH3:3])[CH3:2].C(O)(C(F)(F)F)=O. The catalyst is ClCCl. The product is [C:1]([NH:5][C:6]([C:8]1[C:16]2[C:11](=[N:12][CH:13]=[C:14]([C:17]3[C:25]4[C:20](=[CH:21][CH:22]=[C:23]([O:26][CH:27]([F:28])[F:29])[CH:24]=4)[N:19]([CH2:30][CH2:31][CH2:32][OH:33])[N:18]=3)[N:15]=2)[NH:10][CH:9]=1)=[O:7])([CH3:4])([CH3:3])[CH3:2]. The yield is 0.906. (2) The product is [CH3:1][C:2]1[S:3][C:4]2[CH:10]=[CH:9][C:8]([NH:11][CH2:13][C:14]([C:16]3([CH3:19])[CH2:18][CH2:17]3)=[O:15])=[CH:7][C:5]=2[N:6]=1. The catalyst is CCO. The reactants are [CH3:1][C:2]1[S:3][C:4]2[CH:10]=[CH:9][C:8]([NH2:11])=[CH:7][C:5]=2[N:6]=1.Br[CH2:13][C:14]([C:16]1([CH3:19])[CH2:18][CH2:17]1)=[O:15].C(=O)([O-])[O-].[Na+].[Na+]. The yield is 0.0900. (3) The reactants are [CH3:1][N:2]([CH2:4][CH:5]1[CH2:7][CH:6]1[C:8]1[CH:9]=[C:10]2[C:14](=[CH:15][CH:16]=1)[NH:13][CH:12]=[C:11]2[CH:17]=O)[CH3:3].P([O-])([O-])(O)=O.[NH4+].[NH4+].[N+:26](CCC)([O-])=O.[OH-].[Na+]. The catalyst is C(O)(=O)C.O. The product is [CH3:1][N:2]([CH2:4][CH:5]1[CH2:7][CH:6]1[C:8]1[CH:9]=[C:10]2[C:14](=[CH:15][CH:16]=1)[NH:13][CH:12]=[C:11]2[C:17]#[N:26])[CH3:3]. The yield is 0.750.